From a dataset of Catalyst prediction with 721,799 reactions and 888 catalyst types from USPTO. Predict which catalyst facilitates the given reaction. (1) Reactant: [CH3:1][C:2]1[CH:3]=[C:4]([C:19]2[CH:20]=[CH:21][C:22]([C:25]#[N:26])=[N:23][CH:24]=2)[CH:5]=[C:6]([NH:8][C:9]2[N:14]=[C:13]([C:15]([F:18])([F:17])[F:16])[CH:12]=[CH:11][N:10]=2)[CH:7]=1.[OH:27]O.[OH-].[Na+]. Product: [CH3:1][C:2]1[CH:3]=[C:4]([C:19]2[CH:20]=[CH:21][C:22]([C:25]([NH2:26])=[O:27])=[N:23][CH:24]=2)[CH:5]=[C:6]([NH:8][C:9]2[N:14]=[C:13]([C:15]([F:18])([F:17])[F:16])[CH:12]=[CH:11][N:10]=2)[CH:7]=1. The catalyst class is: 16. (2) Reactant: [CH2:1]([NH:5][C:6]1[CH:14]=[C:13]([F:15])[C:12]([F:16])=[CH:11][C:7]=1[C:8]([OH:10])=O)[CH2:2][CH2:3][CH3:4].[CH3:17][C:18]([NH2:22])([C:20]#[CH:21])[CH3:19].C1C=CC2N(O)N=NC=2C=1.CCN=C=NCCCN(C)C.CCN(C(C)C)C(C)C. Product: [CH2:1]([NH:5][C:6]1[CH:14]=[C:13]([F:15])[C:12]([F:16])=[CH:11][C:7]=1[C:8]([NH:22][C:18]([CH3:19])([C:20]#[CH:21])[CH3:17])=[O:10])[CH2:2][CH2:3][CH3:4]. The catalyst class is: 2. (3) Reactant: [CH2:1]([NH:3][C:4]([NH:6][C:7]1[S:8][C:9]2[C:15]([C:16]3[CH:21]=[CH:20][CH:19]=[CH:18][N:17]=3)=[CH:14][C:13](OS(C(F)(F)F)(=O)=O)=[CH:12][C:10]=2[N:11]=1)=[O:5])[CH3:2].[B:30]1(B2OCC(C)(C)CO2)[O:35]CC(C)(C)C[O:31]1.CC([O-])=O.[K+]. Product: [CH2:1]([NH:3][C:4]([NH:6][C:7]1[S:8][C:9]2[C:15]([C:16]3[CH:21]=[CH:20][CH:19]=[CH:18][N:17]=3)=[CH:14][C:13]([B:30]([OH:35])[OH:31])=[CH:12][C:10]=2[N:11]=1)=[O:5])[CH3:2]. The catalyst class is: 418. (4) Reactant: [C:1]([N:4]1[CH2:9][CH2:8][N:7]2[N:10]=[C:11]([NH:13][C:14]3[C:15](=[O:22])[N:16]([CH3:21])[CH:17]=[C:18](Br)[CH:19]=3)[CH:12]=[C:6]2[CH2:5]1)(=[O:3])[CH3:2].[B:23]1([B:23]2[O:27][C:26]([CH3:29])([CH3:28])[C:25]([CH3:31])([CH3:30])[O:24]2)[O:27][C:26]([CH3:29])([CH3:28])[C:25]([CH3:31])([CH3:30])[O:24]1.CC(C1C=C(C(C)C)C(C2C=CC=CC=2P(C2CCCCC2)C2CCCCC2)=C(C(C)C)C=1)C.C(O[K])(C)=O. Product: [C:1]([N:4]1[CH2:9][CH2:8][N:7]2[N:10]=[C:11]([NH:13][C:14]3[C:15](=[O:22])[N:16]([CH3:21])[CH:17]=[C:18]([B:23]4[O:27][C:26]([CH3:29])([CH3:28])[C:25]([CH3:31])([CH3:30])[O:24]4)[CH:19]=3)[CH:12]=[C:6]2[CH2:5]1)(=[O:3])[CH3:2]. The catalyst class is: 102.